Dataset: Full USPTO retrosynthesis dataset with 1.9M reactions from patents (1976-2016). Task: Predict the reactants needed to synthesize the given product. (1) The reactants are: I[C:2]1[CH:7]=[CH:6][N:5]=[CH:4][C:3]=1[N:8]([CH3:25])[C:9](=[O:24])[C:10]1[CH:15]=[C:14]([C:16]([F:19])([F:18])[F:17])[CH:13]=[C:12]([C:20]([F:23])([F:22])[F:21])[CH:11]=1.[Cl:26][C:27]1[C:28]([F:36])=[C:29](B(O)O)[CH:30]=[CH:31][CH:32]=1. Given the product [Cl:26][C:27]1[C:28]([F:36])=[C:29]([C:2]2[CH:7]=[CH:6][N:5]=[CH:4][C:3]=2[N:8]([CH3:25])[C:9](=[O:24])[C:10]2[CH:15]=[C:14]([C:16]([F:19])([F:18])[F:17])[CH:13]=[C:12]([C:20]([F:23])([F:22])[F:21])[CH:11]=2)[CH:30]=[CH:31][CH:32]=1, predict the reactants needed to synthesize it. (2) Given the product [C:1]([C:4]1[O:5][C:6]2[CH:13]=[CH:12][C:11]([O:14][CH3:15])=[C:10]([Cl:16])[C:7]=2[C:8]=1[NH2:9])(=[O:3])[CH:2]=[CH:17][C:18]1[CH:23]=[CH:22][CH:21]=[CH:20][CH:19]=1, predict the reactants needed to synthesize it. The reactants are: [C:1]([C:4]1[O:5][C:6]2[CH:13]=[CH:12][C:11]([O:14][CH3:15])=[C:10]([Cl:16])[C:7]=2[C:8]=1[NH2:9])(=[O:3])[CH3:2].[CH:17](=O)[C:18]1[CH:23]=[CH:22][CH:21]=[CH:20][CH:19]=1.[OH-].[Na+].O. (3) Given the product [CH2:3]([O:5][C:6]([N:8]1[CH2:13][CH2:12][CH:11]([C:14]2[C:22]3[C:17](=[CH:18][CH:19]=[CH:20][CH:21]=3)[N:16]([CH2:26][CH:23]3[CH2:25][CH2:24]3)[CH:15]=2)[CH2:10][CH2:9]1)=[O:7])[CH3:4], predict the reactants needed to synthesize it. The reactants are: [OH-].[Na+].[CH2:3]([O:5][C:6]([N:8]1[CH2:13][CH2:12][CH:11]([C:14]2[C:22]3[C:17](=[CH:18][CH:19]=[CH:20][CH:21]=3)[NH:16][CH:15]=2)[CH2:10][CH2:9]1)=[O:7])[CH3:4].[CH:23]1([CH2:26]Br)[CH2:25][CH2:24]1. (4) Given the product [C:22]([NH:1][C@H:4]1[C@@H:17]([OH:18])[C@H:16]([F:19])[C@@H:15]([CH2:20][OH:21])[O:14][CH:5]1[OH:6])(=[O:24])[CH3:23], predict the reactants needed to synthesize it. The reactants are: [N:1]([C@H:4]1[C@@H:17]([OH:18])[C@H:16]([F:19])[C@@H:15]([CH2:20][OH:21])[O:14][C@H:5]1[O:6]CC1C=CC=CC=1)=[N+]=[N-].[C:22](OC(=O)C)(=[O:24])[CH3:23].[H][H]. (5) Given the product [Cl:1][C:2]1[CH:3]=[C:4]([NH:8][C:9]2[N:14]=[C:13]([C:15]([F:17])([F:18])[F:16])[C:12]([C:19](=[O:21])[CH3:20])=[CH:11][N:10]=2)[CH:5]=[CH:6][CH:7]=1, predict the reactants needed to synthesize it. The reactants are: [Cl:1][C:2]1[CH:3]=[C:4]([NH:8][C:9]2[N:14]=[C:13]([C:15]([F:18])([F:17])[F:16])[C:12]([CH:19]([OH:21])[CH3:20])=[CH:11][N:10]=2)[CH:5]=[CH:6][CH:7]=1.[Cl-].[Na+].